This data is from Reaction yield outcomes from USPTO patents with 853,638 reactions. The task is: Predict the reaction yield, written as a fraction of the theoretical maximum amount of product (1.0 means a 100% yield; for example, 0.34 means a 34% yield). The reactants are C([O:3][C:4]([C:6]1[CH:7]=[C:8]2[C:13](=[CH:14][CH:15]=1)[NH:12][CH:11]([C:16]1[CH:21]=[C:20]([N:22]3[CH2:27][CH2:26][O:25][CH2:24][CH2:23]3)[CH:19]=[CH:18][C:17]=1[Cl:28])[CH2:10][C:9]2([CH3:30])[CH3:29])=[O:5])C.[OH-].[Na+].Cl. The catalyst is CO.O1CCCC1.O. The product is [Cl:28][C:17]1[CH:18]=[CH:19][C:20]([N:22]2[CH2:27][CH2:26][O:25][CH2:24][CH2:23]2)=[CH:21][C:16]=1[CH:11]1[CH2:10][C:9]([CH3:29])([CH3:30])[C:8]2[C:13](=[CH:14][CH:15]=[C:6]([C:4]([OH:5])=[O:3])[CH:7]=2)[NH:12]1. The yield is 0.920.